This data is from Forward reaction prediction with 1.9M reactions from USPTO patents (1976-2016). The task is: Predict the product of the given reaction. Given the reactants [F:1][C:2]1[CH:9]=[CH:8][C:7]([O:10][CH3:11])=[CH:6][C:3]=1[CH:4]=[O:5].O[CH2:13][CH2:14][C:15]1[C:23]2[C:18](=[CH:19][CH:20]=[CH:21][CH:22]=2)[NH:17][CH:16]=1.FC(F)(F)C(O)=O, predict the reaction product. The product is: [F:1][C:2]1[CH:9]=[CH:8][C:7]([O:10][CH3:11])=[CH:6][C:3]=1[CH:4]1[C:16]2[NH:17][C:18]3[C:23]([C:15]=2[CH2:14][CH2:13][O:5]1)=[CH:22][CH:21]=[CH:20][CH:19]=3.